Dataset: Full USPTO retrosynthesis dataset with 1.9M reactions from patents (1976-2016). Task: Predict the reactants needed to synthesize the given product. (1) Given the product [Na+:2].[NH2:3][C:4]1[CH:24]=[C:23]([Cl:25])[C:7]2[O:8][C:9]3[C:18]([CH3:19])=[CH:17][C:16]([C:20]([O-:22])=[O:21])=[CH:15][C:10]=3[S:11](=[O:13])(=[O:14])[CH2:12][C:6]=2[CH:5]=1, predict the reactants needed to synthesize it. The reactants are: [OH-].[Na+:2].[NH2:3][C:4]1[CH:24]=[C:23]([Cl:25])[C:7]2[O:8][C:9]3[C:18]([CH3:19])=[CH:17][C:16]([C:20]([OH:22])=[O:21])=[CH:15][C:10]=3[S:11](=[O:14])(=[O:13])[CH2:12][C:6]=2[CH:5]=1. (2) Given the product [NH:28]1[CH2:27][CH:26]([O:25][C:16]2[N:15]([C:13]3[CH:12]=[CH:11][N:10]=[C:9]([NH2:8])[N:14]=3)[C:19]3[CH:20]=[C:21]([Br:24])[CH:22]=[CH:23][C:18]=3[N:17]=2)[CH2:29]1, predict the reactants needed to synthesize it. The reactants are: FC(F)(F)C(O)=O.[NH2:8][C:9]1[N:14]=[C:13]([N:15]2[C:19]3[CH:20]=[C:21]([Br:24])[CH:22]=[CH:23][C:18]=3[N:17]=[C:16]2[O:25][CH:26]2[CH2:29][N:28](C(OC(C)(C)C)=O)[CH2:27]2)[CH:12]=[CH:11][N:10]=1.C(N(CC)CC)C. (3) Given the product [N+:1]([C:4]1[CH:5]=[C:6]([NH:7][C:11](=[O:16])[CH2:12][CH2:13][CH:14]=[CH2:15])[CH:8]=[CH:9][CH:10]=1)([O-:3])=[O:2], predict the reactants needed to synthesize it. The reactants are: [N+:1]([C:4]1[CH:5]=[C:6]([CH:8]=[CH:9][CH:10]=1)[NH2:7])([O-:3])=[O:2].[C:11](O)(=[O:16])[CH2:12][CH2:13][CH:14]=[CH2:15].C1C=CC2N(O)N=NC=2C=1.C(Cl)CCl. (4) Given the product [CH3:20][O:19][C:17]1[C:16]([NH:21][S:22]([C:25]2[CH:30]=[CH:29][C:28]([N+:31]([O-:33])=[O:32])=[CH:27][CH:26]=2)(=[O:24])=[O:23])=[CH:15][C:12]2[CH2:13][CH2:14][NH:8][CH2:9][CH2:10][C:11]=2[CH:18]=1, predict the reactants needed to synthesize it. The reactants are: C(OC([N:8]1[CH2:14][CH2:13][C:12]2[CH:15]=[C:16]([NH:21][S:22]([C:25]3[CH:30]=[CH:29][C:28]([N+:31]([O-:33])=[O:32])=[CH:27][CH:26]=3)(=[O:24])=[O:23])[C:17]([O:19][CH3:20])=[CH:18][C:11]=2[CH2:10][CH2:9]1)=O)(C)(C)C.Cl. (5) Given the product [N:1]1[CH:6]=[CH:5][CH:4]=[CH:3][C:2]=1[C:7]1[C:8]([C:15]2[C:24]3[C:19](=[CH:20][C:21]([O:25][CH2:51][C:48]4[CH:49]=[CH:50][N:45]=[CH:46][CH:47]=4)=[CH:22][CH:23]=3)[N:18]=[CH:17][CH:16]=2)=[C:9]2[CH2:14][CH2:13][CH2:12][N:10]2[N:11]=1, predict the reactants needed to synthesize it. The reactants are: [N:1]1[CH:6]=[CH:5][CH:4]=[CH:3][C:2]=1[C:7]1[C:8]([C:15]2[C:24]3[C:19](=[CH:20][C:21]([OH:25])=[CH:22][CH:23]=3)[N:18]=[CH:17][CH:16]=2)=[C:9]2[CH2:14][CH2:13][CH2:12][N:10]2[N:11]=1.C1(P(C2C=CC=CC=2)C2C=CC=CC=2)C=CC=CC=1.[N:45]1[CH:50]=[CH:49][C:48]([CH2:51]O)=[CH:47][CH:46]=1.CC(OC(/N=N/C(OC(C)C)=O)=O)C. (6) Given the product [N:28]1([C:26]([C:23]2[CH:24]=[CH:25][C:20]([C:16]3[CH:17]=[CH:18][CH:19]=[C:14]([C:11]4[CH:10]=[C:9]([NH:8][C:6](=[O:7])[O:5][C:1]([CH3:3])([CH3:2])[CH3:4])[O:13][N:12]=4)[CH:15]=3)=[CH:21][CH:22]=2)=[O:27])[CH2:33][CH2:32][NH:31][CH2:30][CH2:29]1, predict the reactants needed to synthesize it. The reactants are: [C:1]([O:5][C:6]([NH:8][C:9]1[O:13][N:12]=[C:11]([C:14]2[CH:15]=[C:16]([C:20]3[CH:25]=[CH:24][C:23]([C:26]([N:28]4[CH2:33][CH2:32][N:31](C(OCC5C=CC=CC=5)=O)[CH2:30][CH2:29]4)=[O:27])=[CH:22][CH:21]=3)[CH:17]=[CH:18][CH:19]=2)[CH:10]=1)=[O:7])([CH3:4])([CH3:3])[CH3:2]. (7) Given the product [Cl:1][C:2]1[N:3]=[C:4]([N:11]2[CH2:16][CH2:15][O:14][CH2:13][CH2:12]2)[C:5]2[S:10][C:9]([CH:25]=[O:26])=[CH:8][C:6]=2[N:7]=1, predict the reactants needed to synthesize it. The reactants are: [Cl:1][C:2]1[N:3]=[C:4]([N:11]2[CH2:16][CH2:15][O:14][CH2:13][CH2:12]2)[C:5]2[S:10][CH:9]=[CH:8][C:6]=2[N:7]=1.[Li]CCCC.CN([CH:25]=[O:26])C.Cl. (8) Given the product [CH3:27][N:28]1[CH2:29][CH2:30][N:31]([C:34]2[CH:40]=[CH:39][C:37]([NH:38][C:2]3[C:3]4[NH:17][N:16]=[CH:15][C:4]=4[N:5]=[C:6]([CH:8]4[CH2:9][CH2:10][N:11]([CH3:14])[CH2:12][CH2:13]4)[N:7]=3)=[CH:36][CH:35]=2)[CH2:32][CH2:33]1, predict the reactants needed to synthesize it. The reactants are: Cl[C:2]1[C:3]2[C:4](=[CH:15][N:16](CC3C=CC(OC)=CC=3)[N:17]=2)[N:5]=[C:6]([CH:8]2[CH2:13][CH2:12][N:11]([CH3:14])[CH2:10][CH2:9]2)[N:7]=1.[CH3:27][N:28]1[CH2:33][CH2:32][N:31]([C:34]2[CH:40]=[CH:39][C:37]([NH2:38])=[CH:36][CH:35]=2)[CH2:30][CH2:29]1.Cl. (9) Given the product [CH3:22][N:20]([CH:19]1[CH2:18][CH2:17][CH2:11][CH2:5][CH2:6]1)[CH3:21], predict the reactants needed to synthesize it. The reactants are: C(#N)C.N1C(C)=CC=[CH:6][C:5]=1[CH3:11].CCN=C=N[CH2:17][CH2:18][CH2:19][N:20]([CH3:22])[CH3:21].Cl.Cl.